This data is from Full USPTO retrosynthesis dataset with 1.9M reactions from patents (1976-2016). The task is: Predict the reactants needed to synthesize the given product. (1) Given the product [Cl:29][C:30]1[CH:35]=[CH:34][C:33]([NH:36][C:37]([N:8]2[CH2:9][CH2:10][N:11]([C:14]3[CH:21]=[CH:20][CH:19]=[C:18]([F:22])[C:15]=3[C:16]#[N:17])[CH2:12][CH:7]2[C:1]2[CH:2]=[CH:3][CH:4]=[CH:5][CH:6]=2)=[O:38])=[CH:32][CH:31]=1, predict the reactants needed to synthesize it. The reactants are: [C:1]1([CH:7]2[CH2:12][NH:11][CH2:10][CH2:9][NH:8]2)[CH:6]=[CH:5][CH:4]=[CH:3][CH:2]=1.F[C:14]1[CH:21]=[CH:20][CH:19]=[C:18]([F:22])[C:15]=1[C:16]#[N:17].C(=O)([O-])[O-].[K+].[K+].[Cl:29][C:30]1[CH:35]=[CH:34][C:33]([N:36]=[C:37]=[O:38])=[CH:32][CH:31]=1. (2) Given the product [F:1][C:2]1[C:3]([N:9]=[CH:10][N:11]([CH3:13])[CH3:12])=[N:4][C:5](=[O:8])[N:6]([CH2:25][C:24]2[CH:27]=[CH:28][C:21]([F:20])=[CH:22][CH:23]=2)[CH:7]=1, predict the reactants needed to synthesize it. The reactants are: [F:1][C:2]1[C:3]([N:9]=[CH:10][N:11]([CH3:13])[CH3:12])=[N:4][C:5]([OH:8])=[N:6][CH:7]=1.C(=O)([O-])[O-].[K+].[K+].[F:20][C:21]1[CH:28]=[CH:27][C:24]([CH2:25]Br)=[CH:23][CH:22]=1. (3) Given the product [Br:17][CH2:10][C:9]1[C:4]([O:3][CH2:1][CH3:2])=[N:5][CH:6]=[N:7][C:8]=1[C:12]([F:15])([F:14])[F:13], predict the reactants needed to synthesize it. The reactants are: [CH2:1]([O:3][C:4]1[C:9]([CH2:10]O)=[C:8]([C:12]([F:15])([F:14])[F:13])[N:7]=[CH:6][N:5]=1)[CH3:2].P(Br)(Br)[Br:17].O. (4) Given the product [C:11]([NH:15][C:2]1[CH:7]=[CH:6][CH:5]=[CH:4][C:3]=1[N+:8]([O-:10])=[O:9])([CH3:14])([CH3:13])[CH3:12], predict the reactants needed to synthesize it. The reactants are: F[C:2]1[CH:7]=[CH:6][CH:5]=[CH:4][C:3]=1[N+:8]([O-:10])=[O:9].[C:11]([NH2:15])([CH3:14])([CH3:13])[CH3:12].[Cl-].[Na+]. (5) The reactants are: C(O[C:6](=O)[N:7]([C@H:9]1[CH2:14][CH2:13][C@H:12]([CH2:15][CH2:16][CH2:17][CH2:18][C:19](=[O:25])[N:20]([CH2:23][CH3:24])[CH2:21][CH3:22])[CH2:11][CH2:10]1)C)(C)(C)C.[ClH:27]. Given the product [ClH:27].[CH2:23]([N:20]([CH2:21][CH3:22])[C:19](=[O:25])[CH2:18][CH2:17][CH2:16][CH2:15][C@H:12]1[CH2:11][CH2:10][C@H:9]([NH:7][CH3:6])[CH2:14][CH2:13]1)[CH3:24], predict the reactants needed to synthesize it. (6) Given the product [C:1]([N:4]1[C:13]2[C:8](=[CH:9][C:10]([C:14]([NH2:30])=[O:16])=[CH:11][CH:12]=2)[C@H:7]([NH:17][C:18]2[S:19][C:20]([C:23]#[N:24])=[CH:21][CH:22]=2)[C@@H:6]([CH3:25])[C@@H:5]1[CH:26]1[CH2:27][CH2:28]1)(=[O:3])[CH3:2], predict the reactants needed to synthesize it. The reactants are: [C:1]([N:4]1[C:13]2[C:8](=[CH:9][C:10]([C:14]([OH:16])=O)=[CH:11][CH:12]=2)[C@H:7]([NH:17][C:18]2[S:19][C:20]([C:23]#[N:24])=[CH:21][CH:22]=2)[C@@H:6]([CH3:25])[C@@H:5]1[CH:26]1[CH2:28][CH2:27]1)(=[O:3])[CH3:2].C[N:30](C(ON1N=NC2C=CC=NC1=2)=[N+](C)C)C.F[P-](F)(F)(F)(F)F.CCN(C(C)C)C(C)C.[Cl-].[NH4+].